From a dataset of Forward reaction prediction with 1.9M reactions from USPTO patents (1976-2016). Predict the product of the given reaction. (1) Given the reactants BrC1C=CC=[C:6]2[C:11]=1[N:10]=[C:9](C1C=CC=C(F)C=1)[C:8](CN1C(=O)C3C(=CC=CC=3)C1=O)=[CH:7]2.ClC1C(C=O)=CC2C(=C(Cl)C=CC=2)N=1.[Cl:45][C:46]1[C:55]([CH2:56][N:57]2[C:65](=[O:66])[C:64]3[C:59](=[CH:60][CH:61]=[CH:62][CH:63]=3)[C:58]2=[O:67])=[CH:54][C:53]2[C:48](=[C:49]([Cl:68])[CH:50]=[CH:51][CH:52]=2)[N:47]=1.[Br-].N1C=CC=CC=1[Zn+], predict the reaction product. The product is: [Cl:45][C:46]1[C:55]([CH2:56][N:57]2[C:65](=[O:66])[C:64]3[C:59](=[CH:60][CH:61]=[CH:62][CH:63]=3)[C:58]2=[O:67])=[CH:54][C:53]2[C:48](=[C:49]([Cl:68])[CH:50]=[CH:51][CH:52]=2)[N:47]=1.[Cl:68][C:49]1[CH:50]=[CH:51][CH:52]=[C:53]2[C:48]=1[N:47]=[C:46]([C:9]1[CH:8]=[CH:7][CH:6]=[CH:11][N:10]=1)[C:55]([CH2:56][NH2:57])=[CH:54]2. (2) Given the reactants [CH2:1]([NH:4][C:5]1[CH:9]=[C:8]([C:10]2[CH:15]=[CH:14][N:13]=[CH:12][CH:11]=2)[S:7][C:6]=1[C:16]([NH2:18])=[O:17])[CH2:2][CH3:3].[CH3:19][C:20]([CH3:22])=O.O.C1(C)C=CC(S(O)(=O)=O)=CC=1.C(=O)([O-])O.[Na+], predict the reaction product. The product is: [CH3:19][C:20]1([CH3:22])[N:4]([CH2:1][CH2:2][CH3:3])[C:5]2[CH:9]=[C:8]([C:10]3[CH:15]=[CH:14][N:13]=[CH:12][CH:11]=3)[S:7][C:6]=2[C:16](=[O:17])[NH:18]1. (3) Given the reactants [N+:1]([C:4]1[CH:51]=[CH:50][C:7]([O:8][CH2:9][CH2:10][CH2:11][CH2:12][Si:13]([CH3:49])([CH3:48])[O:14][Si:15]([CH3:47])([CH3:46])[O:16][Si:17]([CH3:45])([CH3:44])[O:18][Si:19]([CH3:43])([CH3:42])[O:20][Si:21]([CH3:41])([CH3:40])[O:22][Si:23]([CH2:26][CH2:27][CH2:28][CH2:29][O:30][C:31]2[CH:36]=[CH:35][C:34]([N+:37]([O-])=O)=[CH:33][CH:32]=2)([CH3:25])[CH3:24])=[CH:6][CH:5]=1)([O-])=O.[H][H], predict the reaction product. The product is: [NH2:1][C:4]1[CH:51]=[CH:50][C:7]([O:8][CH2:9][CH2:10][CH2:11][CH2:12][Si:13]([CH3:48])([CH3:49])[O:14][Si:15]([CH3:47])([CH3:46])[O:16][Si:17]([CH3:45])([CH3:44])[O:18][Si:19]([CH3:43])([CH3:42])[O:20][Si:21]([CH3:41])([CH3:40])[O:22][Si:23]([CH2:26][CH2:27][CH2:28][CH2:29][O:30][C:31]2[CH:32]=[CH:33][C:34]([NH2:37])=[CH:35][CH:36]=2)([CH3:24])[CH3:25])=[CH:6][CH:5]=1. (4) Given the reactants I[C:2]1[N:6]2[CH:7]=[C:8]([C:12]3[CH:17]=[CH:16][C:15]([C:18]([F:21])([F:20])[F:19])=[CH:14][CH:13]=3)[CH:9]=[C:10]([CH3:11])[C:5]2=[N:4][CH:3]=1.C[Si]([C:26]#[CH:27])(C)C.CCN(CC)CC, predict the reaction product. The product is: [C:26]([C:2]1[N:6]2[CH:7]=[C:8]([C:12]3[CH:17]=[CH:16][C:15]([C:18]([F:21])([F:20])[F:19])=[CH:14][CH:13]=3)[CH:9]=[C:10]([CH3:11])[C:5]2=[N:4][CH:3]=1)#[CH:27]. (5) Given the reactants CO[C:3]([C:5]1[N:6]([CH:22]2[CH2:28][CH2:27][CH2:26][CH2:25][CH2:24][CH2:23]2)[N:7]=[N:8][C:9]=1[CH2:10][O:11][C:12]12[CH2:21][CH:16]3[CH2:17][CH:18]([CH2:20][CH:14]([CH2:15]3)[CH2:13]1)[CH2:19]2)=[O:4].ClC1C=CC=C(Cl)C=1N1N=C(C([NH:44][C:45]2[CH:46]=[C:47]([CH:51]=[CH:52][CH:53]=2)[C:48]([OH:50])=[O:49])=O)C(COC2C=CC=CC=2)=N1, predict the reaction product. The product is: [C:12]12([O:11][CH2:10][C:9]3[N:8]=[N:7][N:6]([CH:22]4[CH2:23][CH2:24][CH2:25][CH2:26][CH2:27][CH2:28]4)[C:5]=3[C:3]([NH:44][C:45]3[CH:46]=[C:47]([CH:51]=[CH:52][CH:53]=3)[C:48]([OH:50])=[O:49])=[O:4])[CH2:19][CH:18]3[CH2:20][CH:14]([CH2:15][CH:16]([CH2:17]3)[CH2:21]1)[CH2:13]2. (6) Given the reactants [Cl:1][C:2]1[CH:3]=[C:4]2[C:10]([C:11]3[CH:12]=[N:13][CH:14]=[N:15][CH:16]=3)=[C:9](I)[NH:8][C:5]2=[N:6][CH:7]=1.[CH3:18][O:19][CH:20]([CH2:25][O:26][C:27]1[CH:32]=[CH:31][C:30](B2OC(C)(C)C(C)(C)O2)=[CH:29][CH:28]=1)[CH2:21][N:22]([CH3:24])[CH3:23], predict the reaction product. The product is: [Cl:1][C:2]1[CH:3]=[C:4]2[C:10]([C:11]3[CH:12]=[N:13][CH:14]=[N:15][CH:16]=3)=[C:9]([C:30]3[CH:31]=[CH:32][C:27]([O:26][CH2:25][CH:20]([O:19][CH3:18])[CH2:21][N:22]([CH3:24])[CH3:23])=[CH:28][CH:29]=3)[NH:8][C:5]2=[N:6][CH:7]=1. (7) Given the reactants N#N.[CH3:3][O:4][C:5](=[O:19])[CH2:6][C:7]1[S:8][C:9]([C:12]2[CH:17]=[CH:16][CH:15]=[CH:14][C:13]=2[NH2:18])=[CH:10][CH:11]=1.[Br:20][C:21]1[CH:22]=[N:23][CH:24]=[C:25]([CH:29]=1)[C:26](Cl)=[O:27], predict the reaction product. The product is: [CH3:3][O:4][C:5](=[O:19])[CH2:6][C:7]1[S:8][C:9]([C:12]2[CH:17]=[CH:16][CH:15]=[CH:14][C:13]=2[NH:18][C:26]([C:25]2[CH:24]=[N:23][CH:22]=[C:21]([Br:20])[CH:29]=2)=[O:27])=[CH:10][CH:11]=1.